This data is from Reaction yield outcomes from USPTO patents with 853,638 reactions. The task is: Predict the reaction yield, written as a fraction of the theoretical maximum amount of product (1.0 means a 100% yield; for example, 0.34 means a 34% yield). (1) The reactants are C([N:8]1[CH2:12][CH2:11][CH:10]([C:13]([F:24])([F:23])[CH2:14][O:15]CC2C=CC=CC=2)[CH2:9]1)C1C=CC=CC=1. The catalyst is CO.[Pd]. The product is [F:23][C:13]([F:24])([CH:10]1[CH2:11][CH2:12][NH:8][CH2:9]1)[CH2:14][OH:15]. The yield is 0.980. (2) The catalyst is C(O)C. The reactants are [Cl:1][C:2]1[CH:7]=[CH:6][C:5]([S:8]([NH:11][C@H:12]2[CH2:17][CH2:16][CH2:15][N:14]([C:18]3[N:23]4[N:24]=[CH:25][CH:26]=[C:22]4[N:21]=[C:20]([CH3:27])[C:19]=3[CH:28]([CH2:34][CH2:35][CH3:36])[C:29]([O:31]CC)=[O:30])[CH2:13]2)(=[O:10])=[O:9])=[CH:4][CH:3]=1.[OH-].[Na+]. The yield is 0.0400. The product is [Cl:1][C:2]1[CH:3]=[CH:4][C:5]([S:8]([NH:11][C@H:12]2[CH2:17][CH2:16][CH2:15][N:14]([C:18]3[N:23]4[N:24]=[CH:25][CH:26]=[C:22]4[N:21]=[C:20]([CH3:27])[C:19]=3[CH:28]([CH2:34][CH2:35][CH3:36])[C:29]([OH:31])=[O:30])[CH2:13]2)(=[O:9])=[O:10])=[CH:6][CH:7]=1. (3) The reactants are [H-].[Na+].[O:3]1[CH2:8][CH2:7][NH:6][C:5]2[CH:9]=[CH:10][CH:11]=[CH:12][C:4]1=2.I[CH3:14]. The catalyst is O1CCCC1. The product is [CH3:14][N:6]1[CH2:7][CH2:8][O:3][C:4]2[CH:12]=[CH:11][CH:10]=[CH:9][C:5]1=2. The yield is 0.500. (4) The reactants are [CH3:1][C:2]1([CH3:19])[CH2:7][O:6][CH:5]([CH2:8][O:9][C:10]2[CH:15]=[CH:14][N+:13]([O-])=[C:12]([CH3:17])[C:11]=2[CH3:18])[O:4][CH2:3]1.C(OC(=O)C)(=[O:22])C.[OH-].[Na+]. No catalyst specified. The product is [CH3:1][C:2]1([CH3:19])[CH2:7][O:6][CH:5]([CH2:8][O:9][C:10]2[CH:15]=[CH:14][N:13]=[C:12]([CH2:17][OH:22])[C:11]=2[CH3:18])[O:4][CH2:3]1. The yield is 0.397. (5) The reactants are Cl[C:2]1[CH:3]=[CH:4][C:5]([N+:9]([O-:11])=[O:10])=[C:6]([NH2:8])[CH:7]=1.[NH:12]1[CH2:17][CH2:16][NH:15][CH2:14][CH2:13]1.C([O-])([O-])=O.[K+].[K+]. The catalyst is CN(C=O)C. The product is [N+:9]([C:5]1[CH:4]=[CH:3][C:2]([N:12]2[CH2:17][CH2:16][NH:15][CH2:14][CH2:13]2)=[CH:7][C:6]=1[NH2:8])([O-:11])=[O:10]. The yield is 0.700. (6) The reactants are [F:1][C:2]1[CH:3]=[C:4]([CH2:18][NH2:19])[CH:5]=[C:6]([C:8]2[CH:13]=[CH:12][C:11]([C:14]([F:17])([F:16])[F:15])=[CH:10][CH:9]=2)[CH:7]=1.[F:20][C:21]1[CH:26]=[CH:25][C:24]([S:27]([N:30]([CH2:34][C:35](O)=[O:36])[CH:31]([CH3:33])[CH3:32])(=[O:29])=[O:28])=[CH:23][CH:22]=1.CN(C(ON1N=NC2C=CC=NC1=2)=[N+](C)C)C.F[P-](F)(F)(F)(F)F.C(N(CC)C(C)C)(C)C.OS([O-])(=O)=O.[K+]. The catalyst is C(Cl)Cl. The product is [F:20][C:21]1[CH:22]=[CH:23][C:24]([S:27]([N:30]([CH:31]([CH3:33])[CH3:32])[CH2:34][C:35]([NH:19][CH2:18][C:4]2[CH:5]=[C:6]([C:8]3[CH:9]=[CH:10][C:11]([C:14]([F:16])([F:17])[F:15])=[CH:12][CH:13]=3)[CH:7]=[C:2]([F:1])[CH:3]=2)=[O:36])(=[O:28])=[O:29])=[CH:25][CH:26]=1. The yield is 0.580. (7) The reactants are [C:1]([Cl:12])(=[O:11])[C:2]1[CH:10]=[CH:9][CH:8]=[C:4]([C:5]([Cl:7])=[O:6])[CH:3]=1.[C:13]1([NH2:20])[CH:18]=[CH:17][CH:16]=[C:15](N)[CH:14]=1.[Li+].[Cl-].C[C:24]([N:26](C)C)=O. No catalyst specified. The product is [NH2:20][C:13]1[CH:14]=[CH:15][C:16]([CH2:24][NH2:26])=[CH:17][CH:18]=1.[C:5]([Cl:7])(=[O:6])[C:4]1[CH:8]=[CH:9][CH:10]=[C:2]([C:1]([Cl:12])=[O:11])[CH:3]=1. The yield is 0.770.